Dataset: Peptide-MHC class II binding affinity with 134,281 pairs from IEDB. Task: Regression. Given a peptide amino acid sequence and an MHC pseudo amino acid sequence, predict their binding affinity value. This is MHC class II binding data. (1) The peptide sequence is AFKVAATAANAAWAN. The MHC is DRB1_0701 with pseudo-sequence DRB1_0701. The binding affinity (normalized) is 0.745. (2) The peptide sequence is LSELPDFLAKKGGEA. The MHC is DRB1_0101 with pseudo-sequence DRB1_0101. The binding affinity (normalized) is 0.508.